From a dataset of Forward reaction prediction with 1.9M reactions from USPTO patents (1976-2016). Predict the product of the given reaction. (1) Given the reactants [CH3:1][N:2]([CH3:25])[S:3]([N:6]1[C:10](SC2C=CC=CC=2)=[CH:9][N:8]=[C:7]1[Si:18]([C:21]([CH3:24])([CH3:23])[CH3:22])([CH3:20])[CH3:19])(=[O:5])=[O:4].[H-].[H-].[H-].[H-].[Li+].[Al+3].C1C[O:35][CH2:34]C1, predict the reaction product. The product is: [CH3:25][N:2]([CH3:1])[S:3]([N:6]1[C:10]([CH:34]=[O:35])=[CH:9][N:8]=[C:7]1[Si:18]([C:21]([CH3:23])([CH3:24])[CH3:22])([CH3:19])[CH3:20])(=[O:5])=[O:4]. (2) Given the reactants [CH2:1]([N:3]1[C:11]2[C:6](=[N:7][CH:8]=[CH:9][CH:10]=2)[N:5]([C:12]2[CH:17]=[CH:16][C:15]([OH:18])=[CH:14][CH:13]=2)[C:4]1=[O:19])[CH3:2].CS([C:24]1[N:25](COCC[Si](C)(C)C)[C:26]2[C:27]([N:32]=1)=[N:28][CH:29]=[CH:30][CH:31]=2)(=O)=O.[H-].[Na+], predict the reaction product. The product is: [CH2:1]([N:3]1[C:11]2[C:6](=[N:7][CH:8]=[CH:9][CH:10]=2)[N:5]([C:12]2[CH:13]=[CH:14][C:15]([O:18][C:24]3[NH:32][C:27]4=[N:28][CH:29]=[CH:30][CH:31]=[C:26]4[N:25]=3)=[CH:16][CH:17]=2)[C:4]1=[O:19])[CH3:2].